Dataset: Forward reaction prediction with 1.9M reactions from USPTO patents (1976-2016). Task: Predict the product of the given reaction. (1) Given the reactants [N+:1]([C:4]1[C:12]2[CH:11]=[C:10]([C:13]([OH:15])=O)[S:9][C:8]=2[CH:7]=[CH:6][CH:5]=1)([O-:3])=[O:2].[NH2:16][C:17]1[C:18]([O:32][CH3:33])=[C:19]([NH:27][S:28]([CH3:31])(=[O:30])=[O:29])[CH:20]=[C:21]([C:23]([CH3:26])([CH3:25])[CH3:24])[CH:22]=1.C(Cl)CCl.C1C=CC2N(O)N=NC=2C=1, predict the reaction product. The product is: [C:23]([C:21]1[CH:20]=[C:19]([NH:27][S:28]([CH3:31])(=[O:30])=[O:29])[C:18]([O:32][CH3:33])=[C:17]([NH:16][C:13]([C:10]2[S:9][C:8]3[CH:7]=[CH:6][CH:5]=[C:4]([N+:1]([O-:3])=[O:2])[C:12]=3[CH:11]=2)=[O:15])[CH:22]=1)([CH3:26])([CH3:24])[CH3:25]. (2) Given the reactants Cl[C:2]1[N:7]=[C:6]([NH:8][C@@H:9]2[C:17]3[C:12](=[CH:13][CH:14]=[CH:15][CH:16]=3)[CH2:11][CH2:10]2)[CH:5]=[C:4]([CH3:18])[N:3]=1.[H][H], predict the reaction product. The product is: [C@@H:9]1([NH:8][C:6]2[CH:5]=[C:4]([CH3:18])[N:3]=[CH:2][N:7]=2)[C:17]2[C:12](=[CH:13][CH:14]=[CH:15][CH:16]=2)[CH2:11][CH2:10]1. (3) Given the reactants [CH3:1][O:2][C:3]1[CH:16]=[C:15]([O:17][CH3:18])[CH:14]=[CH:13][C:4]=1[CH2:5][NH:6][C:7]1[CH:12]=[CH:11][N:10]=[CH:9][N:8]=1.F[C:20]1[CH:25]=[C:24]([F:26])[C:23]([CH3:27])=[CH:22][C:21]=1[S:28](Cl)(=[O:30])=[O:29].N12CCN(CC1)CC2, predict the reaction product. The product is: [CH3:1][O:2][C:3]1[CH:16]=[C:15]([O:17][CH3:18])[CH:14]=[CH:13][C:4]=1[CH2:5][N:6]([C:7]1[CH:12]=[CH:11][N:10]=[CH:9][N:8]=1)[S:28]([C:21]1[CH:20]=[CH:25][C:24]([F:26])=[C:23]([CH3:27])[CH:22]=1)(=[O:29])=[O:30]. (4) Given the reactants [Cl-].[Cl-].[Cl-].[Al+3].[C:5](Cl)(=[O:7])[CH3:6].[Cl:9][CH2:10][CH2:11][CH2:12][C:13]1[CH:18]=[CH:17][CH:16]=[CH:15][CH:14]=1.Cl, predict the reaction product. The product is: [Cl:9][CH2:10][CH2:11][CH2:12][C:13]1[CH:18]=[CH:17][C:16]([C:5](=[O:7])[CH3:6])=[CH:15][CH:14]=1.